Dataset: Catalyst prediction with 721,799 reactions and 888 catalyst types from USPTO. Task: Predict which catalyst facilitates the given reaction. Reactant: [CH3:1][O:2][C@H:3]1[C@@H:7]2[O:8][C:9]([CH3:12])([CH3:11])[O:10][C@@H:6]2[C@@H:5]([C:13]2[N:14]([CH2:19][C:20]3[CH:25]=[CH:24][CH:23]=[CH:22][CH:21]=3)[C:15](=S)[NH:16][N:17]=2)[O:4]1.N([O-])=O.[Na+]. Product: [CH3:1][O:2][C@H:3]1[C@@H:7]2[O:8][C:9]([CH3:12])([CH3:11])[O:10][C@@H:6]2[C@@H:5]([C:13]2[N:14]([CH2:19][C:20]3[CH:25]=[CH:24][CH:23]=[CH:22][CH:21]=3)[CH:15]=[N:16][N:17]=2)[O:4]1. The catalyst class is: 15.